Dataset: NCI-60 drug combinations with 297,098 pairs across 59 cell lines. Task: Regression. Given two drug SMILES strings and cell line genomic features, predict the synergy score measuring deviation from expected non-interaction effect. (1) Drug 1: C1=NC2=C(N1)C(=S)N=C(N2)N. Drug 2: C1=NC(=NC(=O)N1C2C(C(C(O2)CO)O)O)N. Cell line: HCT116. Synergy scores: CSS=42.9, Synergy_ZIP=-5.32, Synergy_Bliss=-3.35, Synergy_Loewe=-1.95, Synergy_HSA=1.11. (2) Drug 1: C1CN1C2=NC(=NC(=N2)N3CC3)N4CC4. Drug 2: C1=CC(=C2C(=C1NCCNCCO)C(=O)C3=C(C=CC(=C3C2=O)O)O)NCCNCCO. Cell line: SF-268. Synergy scores: CSS=44.6, Synergy_ZIP=-3.62, Synergy_Bliss=-0.264, Synergy_Loewe=-0.731, Synergy_HSA=4.82. (3) Drug 1: CN(CCCl)CCCl.Cl. Drug 2: CC1=C(C(=O)C2=C(C1=O)N3CC4C(C3(C2COC(=O)N)OC)N4)N. Cell line: NCI-H460. Synergy scores: CSS=73.3, Synergy_ZIP=3.32, Synergy_Bliss=1.94, Synergy_Loewe=0.123, Synergy_HSA=4.32. (4) Drug 1: CCC1(CC2CC(C3=C(CCN(C2)C1)C4=CC=CC=C4N3)(C5=C(C=C6C(=C5)C78CCN9C7C(C=CC9)(C(C(C8N6C=O)(C(=O)OC)O)OC(=O)C)CC)OC)C(=O)OC)O.OS(=O)(=O)O. Drug 2: C(CC(=O)O)C(=O)CN.Cl. Cell line: EKVX. Synergy scores: CSS=1.61, Synergy_ZIP=-3.19, Synergy_Bliss=-3.80, Synergy_Loewe=-3.78, Synergy_HSA=-3.96. (5) Drug 1: C1=C(C(=O)NC(=O)N1)F. Drug 2: CC12CCC3C(C1CCC2O)C(CC4=C3C=CC(=C4)O)CCCCCCCCCS(=O)CCCC(C(F)(F)F)(F)F. Cell line: SNB-19. Synergy scores: CSS=31.0, Synergy_ZIP=0.159, Synergy_Bliss=-0.135, Synergy_Loewe=2.00, Synergy_HSA=2.00. (6) Drug 1: CC(CN1CC(=O)NC(=O)C1)N2CC(=O)NC(=O)C2. Drug 2: CC12CCC3C(C1CCC2O)C(CC4=C3C=CC(=C4)O)CCCCCCCCCS(=O)CCCC(C(F)(F)F)(F)F. Cell line: NCI-H322M. Synergy scores: CSS=2.44, Synergy_ZIP=-0.357, Synergy_Bliss=1.22, Synergy_Loewe=1.50, Synergy_HSA=0.771. (7) Drug 1: C1CCC(CC1)NC(=O)N(CCCl)N=O. Drug 2: CN(C)N=NC1=C(NC=N1)C(=O)N. Cell line: KM12. Synergy scores: CSS=15.3, Synergy_ZIP=-10.7, Synergy_Bliss=-12.7, Synergy_Loewe=-5.17, Synergy_HSA=-4.55. (8) Drug 1: COC1=CC(=CC(=C1O)OC)C2C3C(COC3=O)C(C4=CC5=C(C=C24)OCO5)OC6C(C(C7C(O6)COC(O7)C8=CC=CS8)O)O. Drug 2: CC1C(C(=O)NC(C(=O)N2CCCC2C(=O)N(CC(=O)N(C(C(=O)O1)C(C)C)C)C)C(C)C)NC(=O)C3=C4C(=C(C=C3)C)OC5=C(C(=O)C(=C(C5=N4)C(=O)NC6C(OC(=O)C(N(C(=O)CN(C(=O)C7CCCN7C(=O)C(NC6=O)C(C)C)C)C)C(C)C)C)N)C. Cell line: SNB-19. Synergy scores: CSS=42.3, Synergy_ZIP=2.11, Synergy_Bliss=3.96, Synergy_Loewe=4.31, Synergy_HSA=4.53. (9) Drug 1: C1=NC2=C(N1)C(=S)N=C(N2)N. Drug 2: CC(C)CN1C=NC2=C1C3=CC=CC=C3N=C2N. Cell line: RXF 393. Synergy scores: CSS=10.9, Synergy_ZIP=-4.56, Synergy_Bliss=1.45, Synergy_Loewe=-0.884, Synergy_HSA=0.175. (10) Drug 1: C1CC(C1)(C(=O)O)C(=O)O.[NH2-].[NH2-].[Pt+2]. Drug 2: CC1=C(C(=O)C2=C(C1=O)N3CC4C(C3(C2COC(=O)N)OC)N4)N. Cell line: SK-MEL-5. Synergy scores: CSS=51.9, Synergy_ZIP=-2.34, Synergy_Bliss=0.205, Synergy_Loewe=4.72, Synergy_HSA=5.67.